This data is from Full USPTO retrosynthesis dataset with 1.9M reactions from patents (1976-2016). The task is: Predict the reactants needed to synthesize the given product. The reactants are: Cl[C:2]1[CH:7]=[CH:6][N:5]2[N:8]=[CH:9][C:10]([C:11]3[CH:16]=[CH:15][C:14]([O:17][CH3:18])=[C:13]([O:19][CH3:20])[CH:12]=3)=[C:4]2[N:3]=1.[C:21]([O:25][C:26](=[O:49])[NH:27][CH2:28][CH2:29][CH2:30][O:31][C:32]1[CH:37]=[CH:36][C:35](B2OC(C)(C)C(C)(C)O2)=[CH:34][C:33]=1[O:47][CH3:48])([CH3:24])([CH3:23])[CH3:22].C(=O)([O-])[O-].[K+].[K+]. Given the product [C:21]([O:25][C:26](=[O:49])[NH:27][CH2:28][CH2:29][CH2:30][O:31][C:32]1[CH:37]=[CH:36][C:35]([C:2]2[CH:7]=[CH:6][N:5]3[N:8]=[CH:9][C:10]([C:11]4[CH:16]=[CH:15][C:14]([O:17][CH3:18])=[C:13]([O:19][CH3:20])[CH:12]=4)=[C:4]3[N:3]=2)=[CH:34][C:33]=1[O:47][CH3:48])([CH3:23])([CH3:24])[CH3:22], predict the reactants needed to synthesize it.